Task: Predict the product of the given reaction.. Dataset: Forward reaction prediction with 1.9M reactions from USPTO patents (1976-2016) (1) Given the reactants [F:1][C:2]1[CH:7]=[CH:6][C:5]([C@@H:8]([C:13]2[CH:14]=[N:15][CH:16]=[C:17]([C:19]([F:22])([F:21])[F:20])[CH:18]=2)[CH2:9][C:10](O)=[O:11])=[CH:4][CH:3]=1.[NH2:23][C:24]1[CH:54]=[CH:53][CH:52]=[C:51]([F:55])[C:25]=1[CH2:26][CH2:27][C@H:28]1[O:33][CH2:32][C@@H:31]([CH2:34][O:35][C:36](=[O:43])[NH:37][CH2:38][C:39]([F:42])([F:41])[F:40])[N:30](C(OC(C)(C)C)=O)[CH2:29]1, predict the reaction product. The product is: [F:42][C:39]([F:40])([F:41])[CH2:38][NH:37][C:36](=[O:43])[O:35][CH2:34][C@@H:31]1[CH2:32][O:33][C@H:28]([CH2:27][CH2:26][C:25]2[C:24]([NH:23][C:10](=[O:11])[CH2:9][C@@H:8]([C:5]3[CH:4]=[CH:3][C:2]([F:1])=[CH:7][CH:6]=3)[C:13]3[CH:14]=[N:15][CH:16]=[C:17]([C:19]([F:22])([F:20])[F:21])[CH:18]=3)=[CH:54][CH:53]=[CH:52][C:51]=2[F:55])[CH2:29][NH:30]1. (2) The product is: [N+:28]([C:31]1[CH:32]=[C:33]([S:37]([CH2:40][CH2:41][O:42][C:43](=[O:66])[CH2:44][CH2:45][CH2:46][CH2:47][CH2:48][NH:49][C:50](=[O:65])[CH2:51][O:52][C:53]2[CH:54]=[C:55]([CH3:64])[C:56]([S:60]([N:21]3[C:20]4[CH:22]=[CH:23][CH:24]=[CH:25][C:19]=4[N:18]=[C:17]3[S:15]([CH2:14][C:3]3[C:2]([CH3:1])=[C:7]([O:8][CH2:9][C:10]([F:13])([F:11])[F:12])[CH:6]=[CH:5][N:4]=3)=[O:16])(=[O:62])=[O:61])=[C:57]([CH3:59])[CH:58]=2)(=[O:38])=[O:39])[CH:34]=[CH:35][CH:36]=1)([O-:30])=[O:29]. Given the reactants [CH3:1][C:2]1[C:3]([CH2:14][S:15]([C:17]2[NH:21][C:20]3[CH:22]=[CH:23][CH:24]=[CH:25][C:19]=3[N:18]=2)=[O:16])=[N:4][CH:5]=[CH:6][C:7]=1[O:8][CH2:9][C:10]([F:13])([F:12])[F:11].[H-].[Na+].[N+:28]([C:31]1[CH:32]=[C:33]([S:37]([CH2:40][CH2:41][O:42][C:43](=[O:66])[CH2:44][CH2:45][CH2:46][CH2:47][CH2:48][NH:49][C:50](=[O:65])[CH2:51][O:52][C:53]2[CH:58]=[C:57]([CH3:59])[C:56]([S:60](Cl)(=[O:62])=[O:61])=[C:55]([CH3:64])[CH:54]=2)(=[O:39])=[O:38])[CH:34]=[CH:35][CH:36]=1)([O-:30])=[O:29].O, predict the reaction product. (3) Given the reactants [Cl:1][C:2]12[N:10]=CN[C:7]1([N+]([O-])=O)[C:6](Cl)=[N:5][C:4](SC)=[N:3]2.N.CO, predict the reaction product. The product is: [Cl:1][C:2]1[N:3]=[CH:4][N:5]=[CH:6][CH:7]=1.[NH2:10][C:2]1[N:3]=[CH:4][N:5]=[CH:6][CH:7]=1.